Dataset: NCI-60 drug combinations with 297,098 pairs across 59 cell lines. Task: Regression. Given two drug SMILES strings and cell line genomic features, predict the synergy score measuring deviation from expected non-interaction effect. (1) Synergy scores: CSS=45.0, Synergy_ZIP=-3.70, Synergy_Bliss=-5.97, Synergy_Loewe=-18.5, Synergy_HSA=-2.84. Cell line: LOX IMVI. Drug 2: CN(CC1=CN=C2C(=N1)C(=NC(=N2)N)N)C3=CC=C(C=C3)C(=O)NC(CCC(=O)O)C(=O)O. Drug 1: C1=CC(=CC=C1CC(C(=O)O)N)N(CCCl)CCCl.Cl. (2) Drug 1: CC=C1C(=O)NC(C(=O)OC2CC(=O)NC(C(=O)NC(CSSCCC=C2)C(=O)N1)C(C)C)C(C)C. Drug 2: CC1=C(C(=O)C2=C(C1=O)N3CC4C(C3(C2COC(=O)N)OC)N4)N. Cell line: A549. Synergy scores: CSS=72.1, Synergy_ZIP=4.47, Synergy_Bliss=4.30, Synergy_Loewe=-13.4, Synergy_HSA=2.67. (3) Drug 1: CC12CCC(CC1=CCC3C2CCC4(C3CC=C4C5=CN=CC=C5)C)O. Drug 2: C1C(C(OC1N2C=NC3=C2NC=NCC3O)CO)O. Cell line: HCT116. Synergy scores: CSS=12.0, Synergy_ZIP=-2.16, Synergy_Bliss=1.88, Synergy_Loewe=2.10, Synergy_HSA=1.92. (4) Drug 1: C1=CC(=C2C(=C1NCCNCCO)C(=O)C3=C(C=CC(=C3C2=O)O)O)NCCNCCO. Drug 2: C(CC(=O)O)C(=O)CN.Cl. Cell line: OVCAR3. Synergy scores: CSS=21.7, Synergy_ZIP=-10.6, Synergy_Bliss=-8.15, Synergy_Loewe=-8.70, Synergy_HSA=-5.21.